This data is from Forward reaction prediction with 1.9M reactions from USPTO patents (1976-2016). The task is: Predict the product of the given reaction. (1) Given the reactants I[C:2]1[CH:7]=[CH:6][C:5]([CH2:8][C:9]([O:11][CH3:12])=[O:10])=[CH:4][CH:3]=1.C(OC(=O)[NH:22][NH2:23])(OC(C)(C)C)=O.N1C2C(=CC=C3C=2N=CC=C3)C=CC=1.C(=O)([O-])[O-].[Cs+].[Cs+].O1CCOCC1.[ClH:51], predict the reaction product. The product is: [ClH:51].[NH:22]([C:2]1[CH:7]=[CH:6][C:5]([CH2:8][C:9]([O:11][CH3:12])=[O:10])=[CH:4][CH:3]=1)[NH2:23]. (2) The product is: [CH2:1]([O:8][C:9]([C:11]1[S:19][C:18]2[C:17](=[O:20])[N:16]([CH2:21][C:22]3[CH:27]=[CH:26][CH:25]=[CH:24][CH:23]=3)[C:15](=[O:28])[N:14]([CH3:31])[C:13]=2[CH:12]=1)=[O:10])[C:2]1[CH:7]=[CH:6][CH:5]=[CH:4][CH:3]=1. Given the reactants [CH2:1]([O:8][C:9]([C:11]1[S:19][C:18]2[C:17](=[O:20])[N:16]([CH2:21][C:22]3[CH:27]=[CH:26][CH:25]=[CH:24][CH:23]=3)[C:15](=[O:28])[NH:14][C:13]=2[CH:12]=1)=[O:10])[C:2]1[CH:7]=[CH:6][CH:5]=[CH:4][CH:3]=1.IC.[C:31](=O)([O-])[O-].[K+].[K+].C(OCC)C, predict the reaction product. (3) Given the reactants O=[CH:2][CH2:3][NH:4][C:5]([C:7]1[CH:16]=[CH:15][C:14]2[C:9](=[CH:10][CH:11]=[CH:12][CH:13]=2)[CH:8]=1)=[O:6].[CH2:17]([NH:20][CH:21]1[CH2:29][CH2:28][C:24]2[N:25]=[CH:26][S:27][C:23]=2[CH2:22]1)[CH2:18]C, predict the reaction product. The product is: [CH2:17]([N:20]([CH:21]1[CH2:29][CH2:28][C:24]2[N:25]=[CH:26][S:27][C:23]=2[CH2:22]1)[CH2:2][CH2:3][NH:4][C:5]([C:7]1[CH:16]=[CH:15][C:14]2[C:9](=[CH:10][CH:11]=[CH:12][CH:13]=2)[CH:8]=1)=[O:6])[CH3:18]. (4) Given the reactants [NH2:1][C:2]1[CH:7]=[CH:6][CH:5]=[CH:4][CH:3]=1.CO[C:10]1[CH:11]=[C:12]2[C:17](=[CH:18][CH:19]=1)[O:16][CH2:15][CH:14]([C:20]([OH:22])=O)C2.CN(C(O[N:31]1[N:39]=N[C:33]2[CH:34]=CC=[N:37][C:32]1=2)=[N+](C)C)C.F[P-](F)(F)(F)(F)F.CCN(C(C)C)C(C)C.CN(C=[O:60])C, predict the reaction product. The product is: [NH2:37][C:32]1[NH:31][N:39]=[CH:34][C:33]=1[C:5]1[CH:6]=[CH:7][C:2]([NH:1][C:20]([CH:14]2[O:60][C:12]3[CH:11]=[CH:10][CH:19]=[CH:18][C:17]=3[O:16][CH2:15]2)=[O:22])=[CH:3][CH:4]=1. (5) Given the reactants [OH:1][CH2:2][C:3]1[CH:8]=[CH:7][C:6]([N:9]2[CH2:14][CH2:13][N:12]([C:15]([O:17][C:18]([CH3:21])([CH3:20])[CH3:19])=[O:16])[CH2:11][CH2:10]2)=[CH:5][CH:4]=1.C1(P(C2C=CC=CC=2)C2C=CC=CC=2)C=CC=CC=1.[F:41][CH2:42][CH2:43]O.CC(OC(/N=N/C(OC(C)C)=O)=O)C, predict the reaction product. The product is: [F:41][CH2:42][CH2:43][O:1][CH2:2][C:3]1[CH:4]=[CH:5][C:6]([N:9]2[CH2:10][CH2:11][N:12]([C:15]([O:17][C:18]([CH3:21])([CH3:20])[CH3:19])=[O:16])[CH2:13][CH2:14]2)=[CH:7][CH:8]=1. (6) Given the reactants Br[C:2]1[C:10]2[N:9]3[CH2:11][CH2:12][NH:13][C:14](=[O:15])[C:8]3=[C:7]([CH3:16])[C:6]=2[CH:5]=[C:4]([C:17]#[N:18])[CH:3]=1.[C:19]([C:23]1[CH:28]=[CH:27][C:26](B(O)O)=[CH:25][CH:24]=1)([CH3:22])([CH3:21])[CH3:20], predict the reaction product. The product is: [C:19]([C:23]1[CH:28]=[CH:27][C:26]([C:2]2[C:10]3[N:9]4[CH2:11][CH2:12][NH:13][C:14](=[O:15])[C:8]4=[C:7]([CH3:16])[C:6]=3[CH:5]=[C:4]([C:17]#[N:18])[CH:3]=2)=[CH:25][CH:24]=1)([CH3:22])([CH3:21])[CH3:20]. (7) Given the reactants O=[C:2]([C:9]1[S:10][CH:11]=[CH:12][CH:13]=1)[CH2:3][C:4]([O:6]CC)=[O:5].[N:14]([C:17]1[CH:27]=[CH:26][C:20]([C:21]([NH:23][CH2:24][CH3:25])=[O:22])=[CH:19][CH:18]=1)=[N+:15]=[N-:16].[O-]CC.[Na+].O, predict the reaction product. The product is: [CH2:24]([NH:23][C:21]([C:20]1[CH:26]=[CH:27][C:17]([N:14]2[C:2]([C:9]3[S:10][CH:11]=[CH:12][CH:13]=3)=[C:3]([C:4]([OH:6])=[O:5])[N:16]=[N:15]2)=[CH:18][CH:19]=1)=[O:22])[CH3:25].